Dataset: Full USPTO retrosynthesis dataset with 1.9M reactions from patents (1976-2016). Task: Predict the reactants needed to synthesize the given product. (1) Given the product [NH2:11][C:12]1[CH:20]=[CH:19][CH:18]=[CH:17][C:13]=1[C:14]([NH:7][CH:1]1[CH2:6][CH2:5][CH2:4][CH2:3][CH2:2]1)=[O:16], predict the reactants needed to synthesize it. The reactants are: [CH:1]1([NH2:7])[CH2:6][CH2:5][CH2:4][CH2:3][CH2:2]1.N=C=N.[NH2:11][C:12]1[CH:20]=[CH:19][CH:18]=[CH:17][C:13]=1[C:14]([OH:16])=O.C(N(C(C)C)CC)(C)C.C1C=CC2N(O)N=NC=2C=1. (2) The reactants are: [CH3:1][O:2][CH2:3][C:4]1[N:8]=[C:7]([CH2:9][N:10]2[C:15]3[CH:16]=[C:17]([C:19]4[CH:24]=[CH:23][CH:22]=[CH:21][CH:20]=4)[S:18][C:14]=3[C:13](=[O:25])[N:12]([CH:26]3[CH2:31][CH2:30][N:29](C(OC(C)(C)C)=O)[CH2:28][CH2:27]3)[C:11]2=[O:39])[O:6][N:5]=1.[ClH:40]. Given the product [ClH:40].[CH3:1][O:2][CH2:3][C:4]1[N:8]=[C:7]([CH2:9][N:10]2[C:15]3[CH:16]=[C:17]([C:19]4[CH:24]=[CH:23][CH:22]=[CH:21][CH:20]=4)[S:18][C:14]=3[C:13](=[O:25])[N:12]([CH:26]3[CH2:31][CH2:30][NH:29][CH2:28][CH2:27]3)[C:11]2=[O:39])[O:6][N:5]=1, predict the reactants needed to synthesize it. (3) Given the product [NH2:22][CH2:21][C@H:18]1[CH2:19][CH2:20][C@H:15]([NH:14][C:12]2[S:13][C:9]3[CH2:8][CH2:7][CH2:6][C:5]4[CH:30]=[CH:31][C:2]([F:1])=[CH:3][C:4]=4[C:10]=3[N:11]=2)[CH2:16][CH2:17]1, predict the reactants needed to synthesize it. The reactants are: [F:1][C:2]1[CH:31]=[CH:30][C:5]2[CH2:6][CH2:7][CH2:8][C:9]3[S:13][C:12]([NH:14][C@H:15]4[CH2:20][CH2:19][C@H:18]([CH2:21][NH:22]C(=O)OC(C)(C)C)[CH2:17][CH2:16]4)=[N:11][C:10]=3[C:4]=2[CH:3]=1. (4) Given the product [Br:21][C:22]1[CH:27]=[CH:26][C:25]([CH2:28][C:29]([NH:13][C:10]2[CH:11]=[CH:12][C:7]([CH2:6][C:5]([CH3:19])([CH3:18])[C:4]([O:3][CH2:1][CH3:2])=[O:20])=[C:8]([C:14]([F:15])([F:17])[F:16])[CH:9]=2)=[O:30])=[C:24]([F:32])[CH:23]=1, predict the reactants needed to synthesize it. The reactants are: [CH2:1]([O:3][C:4](=[O:20])[C:5]([CH3:19])([CH3:18])[CH2:6][C:7]1[CH:12]=[CH:11][C:10]([NH2:13])=[CH:9][C:8]=1[C:14]([F:17])([F:16])[F:15])[CH3:2].[Br:21][C:22]1[CH:27]=[CH:26][C:25]([CH2:28][C:29](O)=[O:30])=[C:24]([F:32])[CH:23]=1.CN(C(ON1N=NC2C=CC=NC1=2)=[N+](C)C)C.F[P-](F)(F)(F)(F)F.O. (5) Given the product [C:8]([NH:7][CH:1]1[CH2:2][CH2:3][CH2:4][CH2:5][CH2:6]1)([NH:9][CH:10]1[CH2:15][CH2:14][CH2:13][CH2:12][CH2:11]1)=[O:16], predict the reactants needed to synthesize it. The reactants are: [CH:1]1([N:7]=[C:8]=[N:9][CH:10]2[CH2:15][CH2:14][CH2:13][CH2:12][CH2:11]2)[CH2:6][CH2:5][CH2:4][CH2:3][CH2:2]1.[OH2:16].